Dataset: Full USPTO retrosynthesis dataset with 1.9M reactions from patents (1976-2016). Task: Predict the reactants needed to synthesize the given product. (1) Given the product [NH:39]([C:19]([CH:16]1[CH2:15][CH2:14][N:13]([C:3]2[C:2]([Cl:1])=[CH:7][C:6]([C:8]([O:10][CH2:11][CH3:12])=[O:9])=[CH:5][N:4]=2)[CH2:18][CH2:17]1)=[O:21])[C:37]1[CH:38]=[CH:33][CH:34]=[CH:35][CH:36]=1, predict the reactants needed to synthesize it. The reactants are: [Cl:1][C:2]1[C:3]([N:13]2[CH2:18][CH2:17][CH:16]([C:19]([OH:21])=O)[CH2:15][CH2:14]2)=[N:4][CH:5]=[C:6]([C:8]([O:10][CH2:11][CH3:12])=[O:9])[CH:7]=1.CCN=C=NCCCN(C)C.[CH:33]1[CH:34]=[CH:35][C:36]2N(O)N=[N:39][C:37]=2[CH:38]=1.NC1C=CC=CC=1.CCN(C(C)C)C(C)C. (2) Given the product [OH:13][CH2:12][C:11]1[C:2]([CH3:1])=[CH:3][C:4]2[S:5][CH2:6][C:7](=[O:16])[NH:8][C:9]=2[N:10]=1, predict the reactants needed to synthesize it. The reactants are: [CH3:1][C:2]1[C:11]([C:12](OC)=[O:13])=[N:10][C:9]2[NH:8][C:7](=[O:16])[CH2:6][S:5][C:4]=2[CH:3]=1. (3) Given the product [Br:1][C:2]1[S:6][C:5]([C:7]([O:9][CH3:10])=[O:8])=[CH:4][CH:3]=1, predict the reactants needed to synthesize it. The reactants are: [Br:1][C:2]1[S:6][C:5]([C:7]([OH:9])=[O:8])=[CH:4][CH:3]=1.[C:10](=O)([O-])[O-].[Cs+].[Cs+].IC.O. (4) Given the product [OH:1][C:2]1[C:7]([C:8]([CH3:9])([CH3:11])[CH3:10])=[CH:6][C:5]([CH2:12][N:23]([CH2:27][CH2:28][OH:29])[CH2:24][CH2:25][OH:26])=[CH:4][C:3]=1[N:13]1[N:17]=[C:16]2[CH:18]=[CH:19][C:20]([Cl:22])=[CH:21][C:15]2=[N:14]1, predict the reactants needed to synthesize it. The reactants are: [OH:1][C:2]1[C:7]([C:8]([CH3:11])([CH3:10])[CH3:9])=[CH:6][C:5]([CH3:12])=[CH:4][C:3]=1[N:13]1[N:17]=[C:16]2[CH:18]=[CH:19][C:20]([Cl:22])=[CH:21][C:15]2=[N:14]1.[NH:23]([CH2:27][CH2:28][OH:29])[CH2:24][CH2:25][OH:26]. (5) Given the product [Br:1][C:2]1[CH:3]=[C:4]([CH:8]=[C:9]([Br:23])[C:10]=1[O:11][C:12]1[CH:17]=[CH:16][C:15]([OH:18])=[C:14]([CH:20]([CH3:21])[CH3:22])[CH:13]=1)[C:5]([C:29]1[CH:30]=[C:25]([Cl:24])[CH:26]=[CH:27][C:28]=1[S:31]([NH2:34])(=[O:32])=[O:33])=[O:6], predict the reactants needed to synthesize it. The reactants are: [Br:1][C:2]1[CH:3]=[C:4]([CH:8]=[C:9]([Br:23])[C:10]=1[O:11][C:12]1[CH:17]=[CH:16][C:15]([O:18]C)=[C:14]([CH:20]([CH3:22])[CH3:21])[CH:13]=1)[C:5](O)=[O:6].[Cl:24][C:25]1[CH:30]=[CH:29][C:28]([S:31]([NH2:34])(=[O:33])=[O:32])=[CH:27][CH:26]=1. (6) Given the product [CH2:1]([S:3]([C:6]1[CH:7]=[C:8]([C:12]2[CH:20]=[C:19]([CH2:21][N:28]3[CH2:33][CH2:32][N:49]([CH3:48])[CH2:30][CH2:29]3)[CH:18]=[C:17]3[C:13]=2[C:14]2[CH:26]=[C:25]([CH3:27])[CH:24]=[N:23][C:15]=2[NH:16]3)[CH:9]=[CH:10][CH:11]=1)(=[O:5])=[O:4])[CH3:2], predict the reactants needed to synthesize it. The reactants are: [CH2:1]([S:3]([C:6]1[CH:7]=[C:8]([C:12]2[CH:20]=[C:19]([CH2:21]O)[CH:18]=[C:17]3[C:13]=2[C:14]2[CH:26]=[C:25]([CH3:27])[CH:24]=[N:23][C:15]=2[NH:16]3)[CH:9]=[CH:10][CH:11]=1)(=[O:5])=[O:4])[CH3:2].[NH:28]1[CH2:33][CH2:32]O[CH2:30][CH2:29]1.C(S(C1C=C(C2C=C(CN(C)C)C=C3C=2C2C=C(C)C=N[C:48]=2[NH:49]3)C=CC=1)(=O)=O)C. (7) Given the product [NH2:1][C@H:2]([C:4]([NH:6][C@H:7]([C:25]([N:27]1[CH2:46][CH2:45][CH2:44][C@H:28]1[C:29]([NH:31][C@H:32]([C:34]([OH:36])=[O:35])[CH3:33])=[O:30])=[O:26])[CH2:8][CH2:9][CH2:10][NH:11][C:12](=[NH:13])[NH2:24])=[O:5])[CH3:3], predict the reactants needed to synthesize it. The reactants are: [NH:1](C(OC(C)(C)C)=O)[C@H:2]([C:4]([NH:6][C@H:7]([C:25]([N:27]1[CH2:46][CH2:45][CH2:44][C@H:28]1[C:29]([NH:31][C@H:32]([C:34]([O:36]CC1C=CC=CC=1)=[O:35])[CH3:33])=[O:30])=[O:26])[CH2:8][CH2:9][CH2:10][NH:11][C:12](=[NH:24])[NH:13]S(C1C=CC(C)=CC=1)(=O)=O)=[O:5])[CH3:3].C1(OC)C=CC=CC=1.